Dataset: Peptide-MHC class II binding affinity with 134,281 pairs from IEDB. Task: Regression. Given a peptide amino acid sequence and an MHC pseudo amino acid sequence, predict their binding affinity value. This is MHC class II binding data. (1) The peptide sequence is GELQIVDKIDWAFKI. The MHC is DRB5_0101 with pseudo-sequence DRB5_0101. The binding affinity (normalized) is 0.538. (2) The peptide sequence is LEPVKCDTLLCDIGE. The MHC is DRB1_0901 with pseudo-sequence DRB1_0901. The binding affinity (normalized) is 0.206. (3) The MHC is DRB1_1501 with pseudo-sequence DRB1_1501. The peptide sequence is ENPVVDFFKNIVTPR. The binding affinity (normalized) is 0.600.